From a dataset of Peptide-MHC class I binding affinity with 185,985 pairs from IEDB/IMGT. Regression. Given a peptide amino acid sequence and an MHC pseudo amino acid sequence, predict their binding affinity value. This is MHC class I binding data. The peptide sequence is IQRFSSLRR. The MHC is HLA-A33:01 with pseudo-sequence HLA-A33:01. The binding affinity (normalized) is 0.0461.